This data is from Full USPTO retrosynthesis dataset with 1.9M reactions from patents (1976-2016). The task is: Predict the reactants needed to synthesize the given product. (1) Given the product [C:32]1([CH2:38][C:39]([N:3]2[CH2:8][CH2:7][CH2:6][C@@H:5]([NH:9][C:10]3[N:11]=[CH:12][C:13](/[CH:16]=[CH:17]/[C:18]([O:20][CH2:21][CH3:22])=[O:19])=[N:14][CH:15]=3)[CH2:4]2)=[O:40])[CH:37]=[CH:36][CH:35]=[CH:34][CH:33]=1, predict the reactants needed to synthesize it. The reactants are: Cl.Cl.[NH:3]1[CH2:8][CH2:7][CH2:6][C@@H:5]([NH:9][C:10]2[N:11]=[CH:12][C:13](/[CH:16]=[CH:17]/[C:18]([O:20][CH2:21][CH3:22])=[O:19])=[N:14][CH:15]=2)[CH2:4]1.C(N(CC)C(C)C)(C)C.[C:32]1([CH2:38][C:39](Cl)=[O:40])[CH:37]=[CH:36][CH:35]=[CH:34][CH:33]=1. (2) The reactants are: Br[C:2]1[CH:3]=[N:4][C:5]2[N:6]([CH:8]=[C:9]([CH2:11][O:12][C:13]3[CH:18]=[CH:17][C:16]([F:19])=[CH:15][CH:14]=3)[N:10]=2)[CH:7]=1.[F:20][C:21]1[CH:26]=[CH:25][C:24](B(O)O)=[C:23]([CH2:30][OH:31])[CH:22]=1. Given the product [F:20][C:21]1[CH:26]=[CH:25][C:24]([C:2]2[CH:3]=[N:4][C:5]3[N:6]([CH:8]=[C:9]([CH2:11][O:12][C:13]4[CH:18]=[CH:17][C:16]([F:19])=[CH:15][CH:14]=4)[N:10]=3)[CH:7]=2)=[C:23]([CH2:30][OH:31])[CH:22]=1, predict the reactants needed to synthesize it. (3) The reactants are: I[C:2]1[CH:7]=[CH:6][CH:5]=[C:4]([O:8][CH2:9][CH2:10][S:11]([CH3:14])(=[O:13])=[O:12])[CH:3]=1.I[C:16]([F:23])([F:22])[C:17]([O:19][CH2:20][CH3:21])=[O:18].[Cl-].[NH4+]. Given the product [F:22][C:16]([F:23])([C:2]1[CH:7]=[CH:6][CH:5]=[C:4]([O:8][CH2:9][CH2:10][S:11]([CH3:14])(=[O:13])=[O:12])[CH:3]=1)[C:17]([O:19][CH2:20][CH3:21])=[O:18], predict the reactants needed to synthesize it. (4) Given the product [OH:21][CH2:16][CH2:17][CH2:18][C:19]([NH:11][C:9]1[N:10]=[C:5]2[CH:4]=[CH:3][C:2]([I:1])=[CH:7][N:6]2[CH:8]=1)=[O:20], predict the reactants needed to synthesize it. The reactants are: [I:1][C:2]1[CH:3]=[CH:4][C:5]2[N:6]([CH:8]=[C:9]([NH2:11])[N:10]=2)[CH:7]=1.[Cl-].C[Al+]C.[C:16]1(=[O:21])[O:20][CH2:19][CH2:18][CH2:17]1.CO. (5) Given the product [CH2:18]([O:17][C:15]([C:9]1([O:8][Si:1]([C:4]([CH3:5])([CH3:6])[CH3:7])([CH3:2])[CH3:3])[CH2:11][CH:10]1[NH:34][C:49]([O:44][CH2:37][C:38]1[CH:43]=[CH:42][CH:41]=[CH:40][CH:39]=1)=[O:48])=[O:16])[CH3:19], predict the reactants needed to synthesize it. The reactants are: [Si:1]([O:8][C:9]1([C:15]([O:17][CH2:18][CH3:19])=[O:16])[CH2:11][CH:10]1C(O)=O)([C:4]([CH3:7])([CH3:6])[CH3:5])([CH3:3])[CH3:2].C1C=CC(P([N:34]=[N+]=[N-])(C2C=CC=CC=2)=O)=CC=1.[CH2:37]([OH:44])[C:38]1[CH:43]=[CH:42][CH:41]=[CH:40][CH:39]=1.C([O:48][CH2:49]C)(=O)C.